This data is from Full USPTO retrosynthesis dataset with 1.9M reactions from patents (1976-2016). The task is: Predict the reactants needed to synthesize the given product. (1) Given the product [Cl:1][C:2]1[CH:3]=[C:4]([C:18]2[CH:23]=[C:22]([Cl:24])[CH:21]=[CH:20][C:19]=2[O:25][CH3:26])[CH:5]=[CH:6][C:7]=1[C:8]([N:10]1[CH2:15][CH2:14][CH2:13][CH:11]1[CH3:17])=[O:9], predict the reactants needed to synthesize it. The reactants are: [Cl:1][C:2]1[CH:3]=[C:4]([C:18]2[CH:23]=[C:22]([Cl:24])[CH:21]=[CH:20][C:19]=2[O:25][CH2:26]C(O)=O)[CH:5]=[CH:6][C:7]=1[C:8]([N:10]1[C@@H:15](C)[CH2:14][CH2:13]C[C@H:11]1[CH3:17])=[O:9].CC1CCCN1. (2) The reactants are: OS(O)(=O)=O.O=P12OP3(OP(OP(O3)(O1)=O)(=O)O2)=O.[F:20][C:21]1[CH:26]=[CH:25][CH:24]=[CH:23][C:22]=1[C:27]1([C:33]([CH:35]([C:41]([O:43][CH2:44][CH3:45])=[O:42])[C:36](OCC)=[O:37])=[O:34])[CH2:32][CH2:31][O:30][CH2:29][CH2:28]1. Given the product [F:20][C:21]1[CH:26]=[CH:25][CH:24]=[C:23]2[C:22]=1[C:27]1([CH2:32][CH2:31][O:30][CH2:29][CH2:28]1)[C:33](=[O:34])[C:35]([C:41]([O:43][CH2:44][CH3:45])=[O:42])=[C:36]2[OH:37], predict the reactants needed to synthesize it. (3) Given the product [Cl:8][C:6]1[CH:7]=[C:2]([NH:25][C:22]2[CH:21]=[CH:20][C:19]([N:16]3[CH2:17][CH2:18][N:13]([CH3:12])[CH2:14][CH2:15]3)=[CH:24][N:23]=2)[C:3]2[N:4]([CH:9]=[CH:10][N:11]=2)[N:5]=1, predict the reactants needed to synthesize it. The reactants are: Br[C:2]1[C:3]2[N:4]([CH:9]=[CH:10][N:11]=2)[N:5]=[C:6]([Cl:8])[CH:7]=1.[CH3:12][N:13]1[CH2:18][CH2:17][N:16]([C:19]2[CH:20]=[CH:21][C:22]([NH2:25])=[N:23][CH:24]=2)[CH2:15][CH2:14]1.CC1(C)C2C(=C(P(C3C=CC=CC=3)C3C=CC=CC=3)C=CC=2)OC2C(P(C3C=CC=CC=3)C3C=CC=CC=3)=CC=CC1=2.C([O-])([O-])=O.[Cs+].[Cs+]. (4) Given the product [CH3:11][C:9]1[C:5]2[NH:6][CH:7]=[N:8][C:4]=2[CH:3]=[C:2]([C:12]#[N:13])[CH:10]=1, predict the reactants needed to synthesize it. The reactants are: Br[C:2]1[CH:10]=[C:9]([CH3:11])[C:5]2[NH:6][CH:7]=[N:8][C:4]=2[CH:3]=1.[CH3:12][N:13](C=O)C. (5) Given the product [CH3:40][O:39][C:37]([C@:36]([NH:42][C:2](=[O:4])[O:13][CH2:14][CH2:15][N:16]1[CH2:21][CH2:20][N:19]([C:22]([O:24][C:25]([CH3:28])([CH3:27])[CH3:26])=[O:23])[CH2:18][CH2:17]1)([CH3:41])[CH2:35][C:34]1[CH:33]=[CH:32][C:31]([OH:30])=[CH:44][CH:43]=1)=[O:38], predict the reactants needed to synthesize it. The reactants are: Cl[C:2](Cl)([O:4]C(=O)OC(Cl)(Cl)Cl)Cl.[OH:13][CH2:14][CH2:15][N:16]1[CH2:21][CH2:20][N:19]([C:22]([O:24][C:25]([CH3:28])([CH3:27])[CH3:26])=[O:23])[CH2:18][CH2:17]1.Cl.[OH:30][C:31]1[CH:44]=[CH:43][C:34]([CH2:35][C@@:36]([NH2:42])([CH3:41])[C:37]([O:39][CH3:40])=[O:38])=[CH:33][CH:32]=1. (6) Given the product [CH3:21][O:22][C:23](=[O:34])[C:24]1[CH:29]=[CH:28][CH:27]=[CH:26][CH:25]=1, predict the reactants needed to synthesize it. The reactants are: ClC1C(C2CCCC(C3C(Cl)=CC=CN=3)N2)=NC=CC=1.[CH3:21][O:22][C:23](=[O:34])[C:24]1[CH:29]=[C:28](C#N)[CH:27]=[CH:26][C:25]=1CBr.CCN(C(C)C)C(C)C.